From a dataset of Catalyst prediction with 721,799 reactions and 888 catalyst types from USPTO. Predict which catalyst facilitates the given reaction. (1) The catalyst class is: 14. Product: [C:4]([C:3]1[C:2]([N:31]2[CH2:35][CH2:34][CH2:33][CH:32]2[CH2:36][C:37]([NH2:39])=[O:38])=[N:9][CH:8]=[C:7]([C:10]2[CH:15]=[CH:14][N:13]=[C:12]([NH:16][C:17]3[CH:18]=[N:19][C:20]([CH2:23][N:24]4[CH2:29][CH2:28][O:27][CH2:26][CH2:25]4)=[CH:21][CH:22]=3)[N:11]=2)[CH:6]=1)#[N:5]. Reactant: Cl[C:2]1[N:9]=[CH:8][C:7]([C:10]2[CH:15]=[CH:14][N:13]=[C:12]([NH:16][C:17]3[CH:18]=[N:19][C:20]([CH2:23][N:24]4[CH2:29][CH2:28][O:27][CH2:26][CH2:25]4)=[CH:21][CH:22]=3)[N:11]=2)=[CH:6][C:3]=1[C:4]#[N:5].Cl.[NH:31]1[CH2:35][CH2:34][CH2:33][CH:32]1[CH2:36][C:37]([NH2:39])=[O:38].CCN(C(C)C)C(C)C.CO.C(Cl)(Cl)Cl. (2) Reactant: [NH2:1][C:2]1[CH:10]=[CH:9][C:8]([F:11])=[CH:7][C:3]=1[C:4]([OH:6])=[O:5].[Br:12]Br. Product: [NH2:1][C:2]1[C:10]([Br:12])=[CH:9][C:8]([F:11])=[CH:7][C:3]=1[C:4]([OH:6])=[O:5]. The catalyst class is: 22.